From a dataset of Reaction yield outcomes from USPTO patents with 853,638 reactions. Predict the reaction yield, written as a fraction of the theoretical maximum amount of product (1.0 means a 100% yield; for example, 0.34 means a 34% yield). The reactants are B(Br)(Br)Br.[C:5]([C:9]1[CH:10]=[CH:11][C:12]([O:26]C)=[C:13]([CH:25]=1)[C:14]([N:16]1[CH2:24][C:23]2[C:18](=[CH:19][CH:20]=[CH:21][CH:22]=2)[CH2:17]1)=[O:15])([CH3:8])([CH3:7])[CH3:6].C([O-])([O-])=O.[Na+].[Na+].CCOC(C)=O. The catalyst is C(Cl)Cl. The product is [C:5]([C:9]1[CH:10]=[CH:11][C:12]([OH:26])=[C:13]([C:14]([N:16]2[CH2:17][C:18]3[C:23](=[CH:22][CH:21]=[CH:20][CH:19]=3)[CH2:24]2)=[O:15])[CH:25]=1)([CH3:8])([CH3:6])[CH3:7]. The yield is 0.434.